From a dataset of Catalyst prediction with 721,799 reactions and 888 catalyst types from USPTO. Predict which catalyst facilitates the given reaction. (1) Reactant: FC1C=CC=CC=1C=O.[Br:10][C:11]1[CH:12]=[C:13]([CH:25]=[C:26]([Cl:28])[CH:27]=1)[O:14][C:15]1[C:22]([Cl:23])=[CH:21][CH:20]=[C:19](F)[C:16]=1[CH:17]=O.O.[NH2:30][NH2:31]. Product: [Br:10][C:11]1[CH:12]=[C:13]([CH:25]=[C:26]([Cl:28])[CH:27]=1)[O:14][C:15]1[C:22]([Cl:23])=[CH:21][CH:20]=[C:19]2[C:16]=1[CH:17]=[N:30][NH:31]2. The catalyst class is: 16. (2) Reactant: C([O:3][C:4](=[O:33])[C:5]1[CH:10]=[CH:9][C:8]([O:11][CH2:12][CH2:13][CH2:14][N:15]2[C:19]([C:20]3[CH:25]=[CH:24][CH:23]=[CH:22][CH:21]=3)=[C:18]([C:26]3[CH:31]=[CH:30][CH:29]=[CH:28][CH:27]=3)[N:17]=[C:16]2[CH3:32])=[CH:7][CH:6]=1)C.[OH-].[Na+].Cl. Product: [CH3:32][C:16]1[N:15]([CH2:14][CH2:13][CH2:12][O:11][C:8]2[CH:7]=[CH:6][C:5]([C:4]([OH:33])=[O:3])=[CH:10][CH:9]=2)[C:19]([C:20]2[CH:25]=[CH:24][CH:23]=[CH:22][CH:21]=2)=[C:18]([C:26]2[CH:27]=[CH:28][CH:29]=[CH:30][CH:31]=2)[N:17]=1. The catalyst class is: 88. (3) Reactant: [OH:1][CH:2]([C:6]1[CH:11]=[CH:10][C:9]([C:12]2[N:16]=[C:15]([C:17]3[O:21][N:20]=[C:19]([C:22]4[CH:27]=[CH:26][CH:25]=[CH:24][CH:23]=4)[C:18]=3[C:28]([F:31])([F:30])[F:29])[O:14][N:13]=2)=[CH:8][CH:7]=1)[C:3](O)=[O:4].CN1CCOCC1.[O:39]1[CH2:44][CH2:43][CH:42]([NH2:45])[CH2:41][CH2:40]1.F[P-](F)(F)(F)(F)F.N1(O[P+](N(C)C)(N(C)C)N(C)C)C2C=CC=CC=2N=N1. Product: [OH:1][CH:2]([C:6]1[CH:7]=[CH:8][C:9]([C:12]2[N:16]=[C:15]([C:17]3[O:21][N:20]=[C:19]([C:22]4[CH:27]=[CH:26][CH:25]=[CH:24][CH:23]=4)[C:18]=3[C:28]([F:31])([F:30])[F:29])[O:14][N:13]=2)=[CH:10][CH:11]=1)[C:3]([NH:45][CH:42]1[CH2:43][CH2:44][O:39][CH2:40][CH2:41]1)=[O:4]. The catalyst class is: 3. (4) Reactant: [P:1](Cl)(Cl)(=[O:10])[O:2][C:3]1[CH:8]=[CH:7][C:6]([Cl:9])=[CH:5][CH:4]=1.[F:13][C:14]1[C:19]([OH:20])=[C:18]([F:21])[C:17]([F:22])=[C:16]([F:23])[C:15]=1[F:24].C(N(CC)CC)C.Cl.[CH2:33]([O:35][C:36](=[O:40])[C@H:37]([CH3:39])[NH2:38])[CH3:34]. Product: [Cl:9][C:6]1[CH:7]=[CH:8][C:3]([O:2][P:1]([NH:38][C@@H:37]([CH3:39])[C:36]([O:35][CH2:33][CH3:34])=[O:40])([O:20][C:19]2[C:14]([F:13])=[C:15]([F:24])[C:16]([F:23])=[C:17]([F:22])[C:18]=2[F:21])=[O:10])=[CH:4][CH:5]=1. The catalyst class is: 2. (5) Reactant: Cl[C:2]1[CH:9]=[CH:8][C:5]([C:6]#[N:7])=[C:4]([O:10][CH2:11][CH2:12][O:13][CH:14]2[CH2:19][CH2:18][CH2:17][CH2:16][O:15]2)[N:3]=1.[Br:20][C:21]1[CH:28]=[CH:27][C:26]([OH:29])=[CH:25][C:22]=1[CH:23]=[O:24].C(=O)([O-])[O-].[K+].[K+]. Product: [Br:20][C:21]1[CH:28]=[CH:27][C:26]([O:29][C:2]2[CH:9]=[CH:8][C:5]([C:6]#[N:7])=[C:4]([O:10][CH2:11][CH2:12][O:13][CH:14]3[CH2:19][CH2:18][CH2:17][CH2:16][O:15]3)[N:3]=2)=[CH:25][C:22]=1[CH:23]=[O:24]. The catalyst class is: 3. (6) Reactant: [CH3:1][CH:2]([NH:4][C:5]([N:7]([CH2:20][C@@H:21]([O:25][C:26]([NH:28][C:29]1[CH:34]=[CH:33][CH:32]=[CH:31][CH:30]=1)=[O:27])[CH2:22][O:23][CH3:24])[CH2:8][CH2:9][CH2:10][CH2:11][NH:12]C(=O)OC(C)(C)C)=[O:6])[CH3:3].C(O)(C(F)(F)F)=O. Product: [C:29]1([NH:28][C:26](=[O:27])[O:25][C@@H:21]([CH2:22][O:23][CH3:24])[CH2:20][N:7]([CH2:8][CH2:9][CH2:10][CH2:11][NH2:12])[C:5]([NH:4][CH:2]([CH3:3])[CH3:1])=[O:6])[CH:34]=[CH:33][CH:32]=[CH:31][CH:30]=1. The catalyst class is: 4.